From a dataset of Cav3 T-type calcium channel HTS with 100,875 compounds. Binary Classification. Given a drug SMILES string, predict its activity (active/inactive) in a high-throughput screening assay against a specified biological target. The molecule is On1c2CCCC(=O)c2nc1c1cc(OC)c(OC)cc1. The result is 0 (inactive).